Task: Predict which catalyst facilitates the given reaction.. Dataset: Catalyst prediction with 721,799 reactions and 888 catalyst types from USPTO Reactant: C([Li])CCC.[CH3:6][Si:7]([C:10]#[CH:11])([CH3:9])[CH3:8].CN1C(=O)N(C)CCC1.I[CH2:22][CH2:23][CH2:24][CH2:25][C:26]1[CH:31]=[CH:30][C:29]([O:32][CH3:33])=[CH:28][CH:27]=1.[Cl-].[NH4+]. Product: [CH3:33][O:32][C:29]1[CH:30]=[CH:31][C:26]([CH2:25][CH2:24][CH2:23][CH2:22][C:11]#[C:10][Si:7]([CH3:9])([CH3:8])[CH3:6])=[CH:27][CH:28]=1. The catalyst class is: 323.